Dataset: Full USPTO retrosynthesis dataset with 1.9M reactions from patents (1976-2016). Task: Predict the reactants needed to synthesize the given product. (1) Given the product [OH:38][C@H:36]([C@H:39]1[CH2:43][N:42]([C@@H:44]([C:46]2[CH:47]=[CH:48][C:49]([O:52][CH3:53])=[CH:50][CH:51]=2)[CH3:45])[C:41](=[O:54])[CH2:40]1)[CH3:37], predict the reactants needed to synthesize it. The reactants are: N#N.CC1C=CC(S(N[C@@H]([C@H](N)C2C=CC=CC=2)C2C=CC=CC=2)(=O)=O)=CC=1.C(N(CC)CC)C.[C:36]([C@H:39]1[CH2:43][N:42]([C@@H:44]([C:46]2[CH:51]=[CH:50][C:49]([O:52][CH3:53])=[CH:48][CH:47]=2)[CH3:45])[C:41](=[O:54])[CH2:40]1)(=[O:38])[CH3:37].C(O)=O.Cl. (2) Given the product [CH:5]12[O:8][CH:1]([CH2:7][CH2:6]1)[C:2](=[O:10])[CH2:3][C:4]2=[O:9], predict the reactants needed to synthesize it. The reactants are: [CH:1]12[O:8][CH:5]([CH:6]=[CH:7]1)[C:4](=[O:9])[CH2:3][C:2]2=[O:10]. (3) Given the product [C:12]([O:10][CH2:9][CH2:8][OH:11])(=[O:17])[C:13]([CH3:16])([CH3:15])[CH3:14], predict the reactants needed to synthesize it. The reactants are: C(N(CC)CC)C.[CH2:8]([OH:11])[CH2:9][OH:10].[C:12](Cl)(=[O:17])[C:13]([CH3:16])([CH3:15])[CH3:14]. (4) Given the product [CH3:15][C:14]1[CH:13]=[CH:12][C:10]([NH:11][C:18](=[O:17])[C:19]2[CH:20]=[CH:21][C:22]([CH2:25][N:26]3[CH2:27][CH2:28][N:29]([CH3:32])[CH2:30][CH2:31]3)=[CH:23][CH:24]=2)=[CH:9][C:8]=1[N+:5]([O-:7])=[O:6], predict the reactants needed to synthesize it. The reactants are: C[Al](C)C.[N+:5]([C:8]1[CH:9]=[C:10]([CH:12]=[CH:13][C:14]=1[CH3:15])[NH2:11])([O-:7])=[O:6].C[O:17][C:18](=O)[C:19]1[CH:24]=[CH:23][C:22]([CH2:25][N:26]2[CH2:31][CH2:30][N:29]([CH3:32])[CH2:28][CH2:27]2)=[CH:21][CH:20]=1.C(C(C(C([O-])=O)O)O)([O-])=O.[Na+].[K+]. (5) Given the product [CH:15]([C:11]1[C:10]([CH3:17])=[C:9]([C:5]2[C:6]([CH3:8])=[CH:7][C:2]([O:1][CH2:20][C:21]([O:23][CH2:24][CH3:25])=[O:22])=[CH:3][C:4]=2[CH3:18])[CH:14]=[CH:13][CH:12]=1)=[O:16], predict the reactants needed to synthesize it. The reactants are: [OH:1][C:2]1[CH:7]=[C:6]([CH3:8])[C:5]([C:9]2[CH:14]=[CH:13][CH:12]=[C:11]([CH:15]=[O:16])[C:10]=2[CH3:17])=[C:4]([CH3:18])[CH:3]=1.Br[CH2:20][C:21]([O:23][CH2:24][CH3:25])=[O:22].C(=O)([O-])[O-].[K+].[K+].CC(C)=O. (6) Given the product [CH3:1][S:2]([C:5]1[CH:31]=[CH:30][C:8]([O:9][C:10]2[CH:11]=[C:12]3[C:16](=[C:17]([O:19][CH2:20][CH:21]4[CH2:22][CH2:23][O:24][CH2:25][CH2:26]4)[CH:18]=2)[NH:15][C:14]([C:27]2[S:41][CH:56]([CH2:55][C:54]([O:59][CH2:60][CH3:61])=[O:58])[CH2:57][N:29]=2)=[CH:13]3)=[CH:7][CH:6]=1)(=[O:4])=[O:3], predict the reactants needed to synthesize it. The reactants are: [CH3:1][S:2]([C:5]1[CH:31]=[CH:30][C:8]([O:9][C:10]2[CH:11]=[C:12]3[C:16](=[C:17]([O:19][CH2:20][CH:21]4[CH2:26][CH2:25][O:24][CH2:23][CH2:22]4)[CH:18]=2)[NH:15][C:14]([C:27]([NH2:29])=O)=[CH:13]3)=[CH:7][CH:6]=1)(=[O:4])=[O:3].COC1C=CC(P2(SP(C3C=CC(OC)=CC=3)(=S)S2)=[S:41])=CC=1.[C:54]([O:59][CH2:60][CH3:61])(=[O:58])[C:55]#[C:56][CH3:57]. (7) Given the product [NH2:27][C@@H:24]1[CH2:25][CH2:26][N:21]([CH2:20][C:18]2[CH:17]=[CH:16][CH:15]=[C:14]3[C:19]=2[C:10]([NH:9][C:5]2[CH:6]=[CH:7][CH:8]=[C:3]([O:2][CH3:1])[CH:4]=2)=[N:11][CH:12]=[N:13]3)[CH2:22][C@H:23]1[C:34]([NH:35][CH3:36])=[O:37], predict the reactants needed to synthesize it. The reactants are: [CH3:1][O:2][C:3]1[CH:4]=[C:5]([NH:9][C:10]2[C:19]3[C:14](=[CH:15][CH:16]=[CH:17][C:18]=3[CH2:20][N:21]3[CH2:26][CH2:25][C@@H:24]([NH:27]C(=O)OCC=C)[C@H:23]([C:34](=[O:37])[NH:35][CH3:36])[CH2:22]3)[N:13]=[CH:12][N:11]=2)[CH:6]=[CH:7][CH:8]=1.N(C)C. (8) Given the product [CH3:1][C:2]1[CH:3]=[C:4]([CH:25]=[CH:26][CH:27]=1)[C:5]([C:7]1[C:15]2[CH:14]=[CH:13][C:12](=[O:16])[N:11]([C:17]3[CH:18]=[CH:19][CH:20]=[CH:21][CH:22]=3)[C:10]=2[S:9][C:8]=1[C:23]([NH2:24])=[O:28])=[O:6], predict the reactants needed to synthesize it. The reactants are: [CH3:1][C:2]1[CH:3]=[C:4]([CH:25]=[CH:26][CH:27]=1)[C:5]([C:7]1[C:15]2[CH:14]=[CH:13][C:12](=[O:16])[N:11]([C:17]3[CH:22]=[CH:21][CH:20]=[CH:19][CH:18]=3)[C:10]=2[S:9][C:8]=1[C:23]#[N:24])=[O:6].[OH-:28].[Na+].Cl. (9) The reactants are: [Br:1][C:2]1[CH:3]=[C:4]([N:9]2C(=O)[O:12][N:11]=[C:10]2[C:15]2[C:16]([NH:20][CH2:21][CH2:22][CH2:23][NH:24][S:25]([NH2:28])(=[O:27])=[O:26])=[N:17][O:18][N:19]=2)[CH:5]=[CH:6][C:7]=1[F:8].[OH-].[Na+].C(O)(=O)C. Given the product [NH2:28][S:25]([NH:24][CH2:23][CH2:22][CH2:21][NH:20][C:16]1[C:15]([C:10](=[N:11][OH:12])[NH:9][C:4]2[CH:5]=[CH:6][C:7]([F:8])=[C:2]([Br:1])[CH:3]=2)=[N:19][O:18][N:17]=1)(=[O:26])=[O:27], predict the reactants needed to synthesize it. (10) Given the product [CH3:1][C:2]1[CH:7]=[CH:6][CH:5]=[CH:4][C:3]=1[NH:8][C:9]1[O:10][C:11]2[CH:17]=[C:16]([CH2:18][C:19]([N:21]([CH2:23][CH2:24][O:25][C:26]3[CH:27]=[CH:28][C:29]([C:30]([OH:32])=[O:31])=[CH:34][CH:35]=3)[CH3:22])=[O:20])[CH:15]=[CH:14][C:12]=2[N:13]=1, predict the reactants needed to synthesize it. The reactants are: [CH3:1][C:2]1[CH:7]=[CH:6][CH:5]=[CH:4][C:3]=1[NH:8][C:9]1[O:10][C:11]2[CH:17]=[C:16]([CH2:18][C:19]([N:21]([CH2:23][CH2:24][O:25][C:26]3[CH:35]=[CH:34][C:29]([C:30]([O:32]C)=[O:31])=[CH:28][CH:27]=3)[CH3:22])=[O:20])[CH:15]=[CH:14][C:12]=2[N:13]=1.[OH-].[Na+].